From a dataset of Forward reaction prediction with 1.9M reactions from USPTO patents (1976-2016). Predict the product of the given reaction. (1) Given the reactants [CH2-:1][C:2]([CH3:4])=[O:3].[OH:5][CH2:6][C@@H:7]1[C@H:11]([OH:12])[C@H:10]([OH:13])[C@H:9]([N:14]2[CH:22]=[N:21][C:20]3[C:15]2=[N:16][CH:17]=[N:18][C:19]=3[NH:23][CH:24]2[CH2:28][CH2:27][O:26][CH2:25]2)[O:8]1.[F:29][C:30]1[CH:35]=[CH:34][CH:33]=[CH:32][C:31]=1O.C1(P(C2C=CC=CC=2)C2C=CC=CC=2)C=CC=CC=1.CC(OC(/N=N/C(OC(C)C)=O)=O)C, predict the reaction product. The product is: [CH2-:1][C:2]([CH3:4])=[O:3].[F:29][C:30]1[CH:35]=[CH:34][CH:33]=[CH:32][C:31]=1[O:5][CH2:6][C@@H:7]1[C@H:11]([OH:12])[C@H:10]([OH:13])[C@H:9]([N:14]2[CH:22]=[N:21][C:20]3[C:15]2=[N:16][CH:17]=[N:18][C:19]=3[NH:23][CH:24]2[CH2:28][CH2:27][O:26][CH2:25]2)[O:8]1. (2) Given the reactants [CH:1]([N:3]1[CH:7]=[C:6]([CH:8]=O)[CH:5]=[N:4]1)=[CH2:2].[CH:10]([C:13]1[N:18]=[CH:17][C:16]([NH2:19])=[CH:15][CH:14]=1)([CH3:12])[CH3:11].C(O[BH-](OC(=O)C)OC(=O)C)(=O)C.[Na+].C(=O)([O-])O.[Na+], predict the reaction product. The product is: [CH:10]([C:13]1[N:18]=[CH:17][C:16]([NH:19][CH2:8][C:6]2[CH:5]=[N:4][N:3]([CH:1]=[CH2:2])[CH:7]=2)=[CH:15][CH:14]=1)([CH3:12])[CH3:11]. (3) The product is: [CH3:1][O:2][C:3](=[O:11])[C:4]1[CH:9]=[CH:8][C:7]([CH:41]([OH:42])[CH2:40][C:30]2[CH:31]=[C:32]([C:35]3[S:36][CH:37]=[CH:38][CH:39]=3)[C:33]([O:46][CH3:45])=[CH:34][C:29]=2[O:28][CH3:27])=[CH:6][CH:5]=1. Given the reactants [CH3:1][O:2][C:3](=[O:11])[C:4]1[CH:9]=[CH:8][C:7](I)=[CH:6][CH:5]=1.C([Mg]Cl)(C)C.C(C1C=CC([Mg]Cl)=CC=1)#N.[CH3:27][O:28][C:29]1[CH:34]=[CH:33][C:32]([C:35]2[S:36][CH:37]=[CH:38][CH:39]=2)=[CH:31][C:30]=1[CH2:40][CH:41]=[O:42].C1C[O:46][CH2:45]C1, predict the reaction product. (4) Given the reactants [CH3:1][NH:2][CH2:3][C:4]1[C:8]2[CH:9]=[CH:10][CH:11]=[CH:12][C:7]=2[O:6][C:5]=1[CH3:13].[ClH:14].[O:15]1[CH2:20][CH2:19][NH:18][C:17]2[N:21]=[CH:22][C:23]([CH:25]=[CH:26][C:27]([OH:29])=O)=[CH:24][C:16]1=2.ON1C2C=CC=CC=2N=N1.C(N(C(C)C)CC)(C)C.CN(C)CCCN=C=NCC.Cl, predict the reaction product. The product is: [ClH:14].[O:15]1[CH2:20][CH2:19][NH:18][C:17]2[N:21]=[CH:22][C:23](/[CH:25]=[CH:26]/[C:27]([N:2]([CH3:1])[CH2:3][C:4]3[C:8]4[CH:9]=[CH:10][CH:11]=[CH:12][C:7]=4[O:6][C:5]=3[CH3:13])=[O:29])=[CH:24][C:16]1=2. (5) Given the reactants O.Cl.[NH:3]1[CH2:8][CH2:7][C:6](=O)[CH2:5][CH2:4]1.[CH:10](=O)[CH2:11][CH2:12][CH2:13][CH3:14].C(O[BH-](OC(=O)C)OC(=O)C)(=O)C.[Na+].[NH2:30][C:31]1[CH:32]=[C:33]2[C:37](=[CH:38][CH:39]=1)[NH:36][N:35]=[CH:34]2.C(=O)([O-])O.[Na+], predict the reaction product. The product is: [NH:36]1[C:37]2[C:33](=[CH:32][C:31]([NH:30][CH:6]3[CH2:7][CH2:8][N:3]([CH2:10][CH2:11][CH2:12][CH2:13][CH3:14])[CH2:4][CH2:5]3)=[CH:39][CH:38]=2)[CH:34]=[N:35]1. (6) Given the reactants [CH3:1][C:2]1[O:6][C:5]([C:7]2[CH:8]=[CH:9][C:10]3[O:14][CH:13]=[C:12]([C:15]([OH:17])=O)[C:11]=3[CH:18]=2)=[N:4][N:3]=1.C(Cl)(=O)C(Cl)=O.[NH:25]1[CH2:30][CH2:29][O:28][CH2:27][CH2:26]1.C(=O)([O-])O.[Na+], predict the reaction product. The product is: [CH3:1][C:2]1[O:6][C:5]([C:7]2[CH:8]=[CH:9][C:10]3[O:14][CH:13]=[C:12]([C:15]([N:25]4[CH2:30][CH2:29][O:28][CH2:27][CH2:26]4)=[O:17])[C:11]=3[CH:18]=2)=[N:4][N:3]=1.